This data is from Catalyst prediction with 721,799 reactions and 888 catalyst types from USPTO. The task is: Predict which catalyst facilitates the given reaction. (1) Reactant: Br[C:2]1[CH:9]=[CH:8][C:7]([OH:10])=[CH:6][C:3]=1[CH:4]=[O:5].[Cl:11][C:12]1[CH:13]=[C:14](B(O)O)[CH:15]=[CH:16][C:17]=1[O:18][CH3:19].C([O-])([O-])=O.[Na+].[Na+]. Product: [Cl:11][C:12]1[CH:13]=[C:14]([C:2]2[C:3]([CH:4]=[O:5])=[CH:6][C:7]([OH:10])=[CH:8][CH:9]=2)[CH:15]=[CH:16][C:17]=1[O:18][CH3:19]. The catalyst class is: 45. (2) Reactant: [CH3:1][C:2]1[C:14]2[C:13]3[CH:12]=[CH:11][CH:10]=[CH:9][C:8]=3[C:7]([O:15][CH2:16][O:17][CH3:18])=[N:6][C:5]=2[N:4]([CH3:19])[N:3]=1.[Br:20]N1C(=O)CCC1=O. Product: [Br:20][CH2:1][C:2]1[C:14]2[C:13]3[CH:12]=[CH:11][CH:10]=[CH:9][C:8]=3[C:7]([O:15][CH2:16][O:17][CH3:18])=[N:6][C:5]=2[N:4]([CH3:19])[N:3]=1. The catalyst class is: 340. (3) Reactant: [O:1]1[CH2:5][CH2:4][CH2:3][CH:2]1[C:6]([OH:8])=O.CC[N:11]([CH2:14][CH3:15])[CH2:12]C.ClC(OCC)=O.C[NH:23][CH2:24][CH2:25]C#N. Product: [C:24]([CH2:25][CH2:15][CH2:14][N:11]([CH3:12])[C:6]([CH:2]1[CH2:3][CH2:4][CH2:5][O:1]1)=[O:8])#[N:23]. The catalyst class is: 1. (4) Reactant: [C:1]([O:5][C:6]([N:8]1[CH2:15][CH2:14][CH2:13][C@H:9]1[C:10]([OH:12])=[O:11])=[O:7])([CH3:4])([CH3:3])[CH3:2].[N:16]1[CH:21]=[CH:20][CH:19]=[C:18]([CH2:22][CH2:23][CH2:24]O)[CH:17]=1.C12(CS(O)(=O)=O)C(C)(C)C(CC1)CC2=O. Product: [C:1]([O:5][C:6]([N:8]1[CH2:15][CH2:14][CH2:13][CH:9]1[C:10]([O:12][CH2:24][CH2:23][CH2:22][C:18]1[CH:17]=[N:16][CH:21]=[CH:20][CH:19]=1)=[O:11])=[O:7])([CH3:4])([CH3:2])[CH3:3]. The catalyst class is: 143. (5) Product: [Br:21][C:20]([Br:24])=[CH:35][CH2:34][C@@H:33]1[C@H:32]([N:37]([CH2:48][C:49]2[CH:54]=[CH:53][C:52]([O:55][CH3:56])=[CH:51][CH:50]=2)[C:38](=[O:47])[O:39][CH2:40][C:41]2[CH:42]=[CH:43][CH:44]=[CH:45][CH:46]=2)[C:31](=[O:57])[N:30]1[CH2:29][C:28]1[CH:58]=[CH:59][C:60]([O:62][CH3:63])=[CH:61][C:27]=1[O:26][CH3:25]. The catalyst class is: 2. Reactant: C1C=CC(P(C2C=CC=CC=2)C2C=CC=CC=2)=CC=1.[C:20]([Br:24])(Br)(Br)[Br:21].[CH3:25][O:26][C:27]1[CH:61]=[C:60]([O:62][CH3:63])[CH:59]=[CH:58][C:28]=1[CH2:29][N:30]1[C@H:33]([CH2:34][CH:35]=O)[C@H:32]([N:37]([CH2:48][C:49]2[CH:54]=[CH:53][C:52]([O:55][CH3:56])=[CH:51][CH:50]=2)[C:38](=[O:47])[O:39][CH2:40][C:41]2[CH:46]=[CH:45][CH:44]=[CH:43][CH:42]=2)[C:31]1=[O:57]. (6) Reactant: [C:1]([C@@H:4]([NH:12][C:13]([C:15]1[S:31][C:18]2=[N:19][C:20]3[CH2:21][CH2:22][CH:23]([C:27]([CH3:30])([CH3:29])[CH3:28])[CH2:24][C:25]=3[CH:26]=[C:17]2[CH:16]=1)=[O:14])[CH2:5][C:6]1[CH:11]=[CH:10][CH:9]=[CH:8][CH:7]=1)(=O)[NH2:2].CC[N+](S(N=C(OC)[O-])(=O)=O)(CC)CC. Product: [C:1]([C@@H:4]([NH:12][C:13]([C:15]1[S:31][C:18]2=[N:19][C:20]3[CH2:21][CH2:22][CH:23]([C:27]([CH3:29])([CH3:28])[CH3:30])[CH2:24][C:25]=3[CH:26]=[C:17]2[CH:16]=1)=[O:14])[CH2:5][C:6]1[CH:11]=[CH:10][CH:9]=[CH:8][CH:7]=1)#[N:2]. The catalyst class is: 1. (7) Reactant: [CH3:1][O:2][C:3](=[O:28])[CH:4]([C:20]1[CH:25]=[CH:24][C:23]([O:26][CH3:27])=[CH:22][CH:21]=1)[CH2:5][C:6]1[C:7](Cl)=[N:8][C:9]([NH:12][C:13]2[CH:18]=[CH:17][CH:16]=[CH:15][CH:14]=2)=[N:10][CH:11]=1.[CH:29]1([CH2:32][NH2:33])[CH2:31][CH2:30]1. Product: [CH3:1][O:2][C:3](=[O:28])[CH:4]([C:20]1[CH:25]=[CH:24][C:23]([O:26][CH3:27])=[CH:22][CH:21]=1)[CH2:5][C:6]1[C:7]([NH:33][CH2:32][CH:29]2[CH2:31][CH2:30]2)=[N:8][C:9]([NH:12][C:13]2[CH:18]=[CH:17][CH:16]=[CH:15][CH:14]=2)=[N:10][CH:11]=1. The catalyst class is: 13.